From a dataset of Forward reaction prediction with 1.9M reactions from USPTO patents (1976-2016). Predict the product of the given reaction. (1) Given the reactants [C:1]([C:3]1[CH:8]=[C:7]([CH3:9])[CH:6]=[CH:5][N+:4]=1[O-])#[N:2].P(Cl)(Cl)([Cl:13])=O, predict the reaction product. The product is: [Cl:13][C:5]1[N:4]=[C:3]([C:1]#[N:2])[CH:8]=[C:7]([CH3:9])[CH:6]=1. (2) Given the reactants [CH2:1]([O:8][C:9](=[O:17])[CH2:10][CH2:11][C@@H:12]([C:14]([OH:16])=[O:15])N)[C:2]1[CH:7]=[CH:6][CH:5]=[CH:4][CH:3]=1.[Br-:18].[K+].N([O-])=O.[Na+].S(=O)(=O)(O)O, predict the reaction product. The product is: [CH2:1]([O:8][C:9](=[O:17])[CH2:10][CH2:11][CH:12]([Br:18])[C:14]([OH:16])=[O:15])[C:2]1[CH:7]=[CH:6][CH:5]=[CH:4][CH:3]=1. (3) The product is: [F:21][C:20]([F:23])([F:22])[C:12]1[CH:11]=[C:10]([CH:15]=[C:14]([C:16]([F:19])([F:17])[F:18])[CH:13]=1)[CH2:9][N:6]1[CH2:7][CH2:8][C:4]([CH2:1][CH:2]=[O:33])([CH:25]([CH3:27])[CH3:26])[C:5]1=[O:24]. Given the reactants [CH2:1]([C:4]1([CH:25]([CH3:27])[CH3:26])[CH2:8][CH2:7][N:6]([CH2:9][C:10]2[CH:15]=[C:14]([C:16]([F:19])([F:18])[F:17])[CH:13]=[C:12]([C:20]([F:23])([F:22])[F:21])[CH:11]=2)[C:5]1=[O:24])[CH:2]=C.CSC.CC(C)=[O:33], predict the reaction product. (4) Given the reactants Cl[C:2]1[N:3]=[N:4][C:5]([Cl:21])=[C:6]([NH:8][C:9]2[CH:14]=[CH:13][CH:12]=[CH:11][C:10]=2[S:15]([CH:18]([CH3:20])[CH3:19])(=[O:17])=[O:16])[N:7]=1.[CH3:22][O:23][C:24]1[CH:30]=[C:29]([N:31]2[CH2:36][CH2:35][CH:34]([N:37]3[CH2:42][CH2:41][P:40]([CH3:44])(=[O:43])[CH2:39][CH2:38]3)[CH2:33][CH2:32]2)[CH:28]=[CH:27][C:25]=1[NH2:26].C12(CS(O)(=O)=O)C(C)(C)C(CC1)CC2=O, predict the reaction product. The product is: [Cl:21][C:5]1[N:4]=[N:3][C:2]([NH:26][C:25]2[CH:27]=[CH:28][C:29]([N:31]3[CH2:36][CH2:35][CH:34]([N:37]4[CH2:42][CH2:41][P:40]([CH3:44])(=[O:43])[CH2:39][CH2:38]4)[CH2:33][CH2:32]3)=[CH:30][C:24]=2[O:23][CH3:22])=[N:7][C:6]=1[NH:8][C:9]1[CH:14]=[CH:13][CH:12]=[CH:11][C:10]=1[S:15]([CH:18]([CH3:20])[CH3:19])(=[O:17])=[O:16]. (5) Given the reactants [Cl:1][C:2]1[CH:3]=[C:4]([CH:9]2[C:18]3[C:13](=[CH:14][CH:15]=[CH:16][CH:17]=3)[C:12](=[N:19][CH3:20])[CH2:11][CH2:10]2)[CH:5]=[CH:6][C:7]=1[Cl:8].CO.[H][H], predict the reaction product. The product is: [ClH:1].[Cl:1][C:2]1[CH:3]=[C:4]([C@H:9]2[C:18]3[C:13](=[CH:14][CH:15]=[CH:16][CH:17]=3)[C@@H:12]([NH:19][CH3:20])[CH2:11][CH2:10]2)[CH:5]=[CH:6][C:7]=1[Cl:8]. (6) Given the reactants I[C:2]1[C:10]2[C:5](=[N:6][CH:7]=[C:8]([C:11]3[CH:16]=[CH:15][C:14]([S:17]([CH:20]([CH3:22])[CH3:21])(=[O:19])=[O:18])=[CH:13][CH:12]=3)[N:9]=2)[N:4](S(C2C=CC(C)=CC=2)(=O)=O)[CH:3]=1.[CH2:33]([NH2:40])[C:34]1[CH:39]=[CH:38][CH:37]=[CH:36][CH:35]=1.C1(P(C2C=CC=CC=2)C2C=CC=C3[C:49]=2[O:50]C2C(P(C4C=CC=CC=4)C4C=CC=CC=4)=CC=CC=2C3(C)C)C=CC=CC=1.C(=O)([O-])[O-].[Na+].[Na+], predict the reaction product. The product is: [CH2:33]([NH:40][C:49]([C:2]1[C:10]2[C:5](=[N:6][CH:7]=[C:8]([C:11]3[CH:12]=[CH:13][C:14]([S:17]([CH:20]([CH3:21])[CH3:22])(=[O:19])=[O:18])=[CH:15][CH:16]=3)[N:9]=2)[NH:4][CH:3]=1)=[O:50])[C:34]1[CH:39]=[CH:38][CH:37]=[CH:36][CH:35]=1.